Dataset: NCI-60 drug combinations with 297,098 pairs across 59 cell lines. Task: Regression. Given two drug SMILES strings and cell line genomic features, predict the synergy score measuring deviation from expected non-interaction effect. (1) Drug 1: CC(C)(C#N)C1=CC(=CC(=C1)CN2C=NC=N2)C(C)(C)C#N. Drug 2: C1=NC2=C(N=C(N=C2N1C3C(C(C(O3)CO)O)F)Cl)N. Cell line: UO-31. Synergy scores: CSS=2.86, Synergy_ZIP=-0.940, Synergy_Bliss=-1.21, Synergy_Loewe=-3.87, Synergy_HSA=-2.76. (2) Drug 1: C1C(C(OC1N2C=C(C(=O)NC2=O)F)CO)O. Drug 2: CC1=C2C(C(=O)C3(C(CC4C(C3C(C(C2(C)C)(CC1OC(=O)C(C(C5=CC=CC=C5)NC(=O)C6=CC=CC=C6)O)O)OC(=O)C7=CC=CC=C7)(CO4)OC(=O)C)O)C)OC(=O)C. Cell line: KM12. Synergy scores: CSS=56.3, Synergy_ZIP=1.41, Synergy_Bliss=1.91, Synergy_Loewe=1.29, Synergy_HSA=2.78. (3) Drug 1: CCCS(=O)(=O)NC1=C(C(=C(C=C1)F)C(=O)C2=CNC3=C2C=C(C=N3)C4=CC=C(C=C4)Cl)F. Drug 2: CCC1(C2=C(COC1=O)C(=O)N3CC4=CC5=C(C=CC(=C5CN(C)C)O)N=C4C3=C2)O.Cl. Cell line: OVCAR-4. Synergy scores: CSS=-5.39, Synergy_ZIP=0.956, Synergy_Bliss=-3.45, Synergy_Loewe=-8.25, Synergy_HSA=-5.98.